This data is from Reaction yield outcomes from USPTO patents with 853,638 reactions. The task is: Predict the reaction yield, written as a fraction of the theoretical maximum amount of product (1.0 means a 100% yield; for example, 0.34 means a 34% yield). (1) The reactants are Cl[C:2]1[CH:3]=[C:4]([CH:7]=[C:8]([NH:10][CH2:11][C:12]2[CH:17]=[CH:16][CH:15]=[C:14]([F:18])[CH:13]=2)[N:9]=1)[C:5]#[N:6].[Cl:19][C:20]1[C:21](B(O)O)=[CH:22][C:23]([F:26])=[N:24][CH:25]=1.C([O-])([O-])=O.[Na+].[Na+]. The catalyst is COCCOC.CCOC(C)=O.C1C=CC([P]([Pd]([P](C2C=CC=CC=2)(C2C=CC=CC=2)C2C=CC=CC=2)([P](C2C=CC=CC=2)(C2C=CC=CC=2)C2C=CC=CC=2)[P](C2C=CC=CC=2)(C2C=CC=CC=2)C2C=CC=CC=2)(C2C=CC=CC=2)C2C=CC=CC=2)=CC=1. The product is [Cl:19][C:20]1[C:21]([C:2]2[CH:3]=[C:4]([C:5]#[N:6])[CH:7]=[C:8]([NH:10][CH2:11][C:12]3[CH:17]=[CH:16][CH:15]=[C:14]([F:18])[CH:13]=3)[N:9]=2)=[CH:22][C:23]([F:26])=[N:24][CH:25]=1. The yield is 0.470. (2) The reactants are [C:1]([C:4]1[CH:9]=[C:8]([Cl:10])[CH:7]=[C:6]([CH3:11])[C:5]=1[NH:12][C:13]([C:15]1[N:16]([C:24]2[C:29]([Cl:30])=[CH:28][CH:27]=[CH:26][N:25]=2)[N:17]=[C:18]([C:20]([F:23])([F:22])[F:21])[CH:19]=1)=O)(=[O:3])[NH2:2].[OH-].[Na+].O.Cl. The catalyst is CO. The product is [Cl:10][C:8]1[CH:9]=[C:4]2[C:5](=[C:6]([CH3:11])[CH:7]=1)[NH:12][C:13]([C:15]1[N:16]([C:24]3[C:29]([Cl:30])=[CH:28][CH:27]=[CH:26][N:25]=3)[N:17]=[C:18]([C:20]([F:23])([F:22])[F:21])[CH:19]=1)=[N:2][C:1]2=[O:3]. The yield is 0.950.